Dataset: Catalyst prediction with 721,799 reactions and 888 catalyst types from USPTO. Task: Predict which catalyst facilitates the given reaction. (1) Reactant: [OH:1][C:2]1[CH:11]=[CH:10][C:9]([C:12](=[O:14])[CH3:13])=[CH:8][C:3]=1[C:4]([O:6][CH3:7])=[O:5].[C:15](=O)([O-])[O-].[Cs+].[Cs+].CI. Product: [CH3:15][O:1][C:2]1[CH:11]=[CH:10][C:9]([C:12](=[O:14])[CH3:13])=[CH:8][C:3]=1[C:4]([O:6][CH3:7])=[O:5]. The catalyst class is: 39. (2) Reactant: [OH:1][C:2]1[CH:11]=[C:10]([N+:12]([O-])=O)[CH:9]=[CH:8][C:3]=1[C:4]([O:6][CH3:7])=[O:5]. Product: [NH2:12][C:10]1[CH:9]=[CH:8][C:3]([C:4]([O:6][CH3:7])=[O:5])=[C:2]([OH:1])[CH:11]=1. The catalyst class is: 19. (3) Reactant: [Cl:1][C:2]1[CH:3]=[C:4]([CH:14]2[C:23]([CH3:25])([CH3:24])[CH2:22][C:21]3[C:16](=[CH:17][CH:18]=[C:19]([C:26](O)=[O:27])[CH:20]=3)[NH:15]2)[CH:5]=[C:6]([N:8]2[CH2:13][CH2:12][O:11][CH2:10][CH2:9]2)[CH:7]=1.Cl.CN(C)CCCN=C=NCC.[CH3:41][S:42]([NH2:45])(=[O:44])=[O:43]. Product: [Cl:1][C:2]1[CH:3]=[C:4]([CH:14]2[C:23]([CH3:25])([CH3:24])[CH2:22][C:21]3[C:16](=[CH:17][CH:18]=[C:19]([C:26]([NH:45][S:42]([CH3:41])(=[O:44])=[O:43])=[O:27])[CH:20]=3)[NH:15]2)[CH:5]=[C:6]([N:8]2[CH2:9][CH2:10][O:11][CH2:12][CH2:13]2)[CH:7]=1. The catalyst class is: 119. (4) Reactant: C([NH:4][C:5]1[CH:10]=[C:9]([I:11])[N:8]=[C:7]([C:12]([O:14][CH3:15])=[O:13])[C:6]=1[Cl:16])(=O)C.C(Cl)(=O)C.O. Product: [NH2:4][C:5]1[CH:10]=[C:9]([I:11])[N:8]=[C:7]([C:12]([O:14][CH3:15])=[O:13])[C:6]=1[Cl:16]. The catalyst class is: 5. (5) Reactant: F[C:2]1[C:7]([CH:8]2[CH2:13][CH2:12][N:11]([CH3:14])[C:10](=[O:15])[CH2:9]2)=[CH:6][CH:5]=[CH:4][N:3]=1.[S:16]1[C:20]2[CH:21]=[CH:22][CH:23]=[CH:24][C:19]=2[N:18]=[C:17]1[NH:25][C:26]1[CH:31]=[CH:30][C:29]([OH:32])=[CH:28][CH:27]=1.C(=O)([O-])[O-].[Cs+].[Cs+]. Product: [S:16]1[C:20]2[CH:21]=[CH:22][CH:23]=[CH:24][C:19]=2[N:18]=[C:17]1[NH:25][C:26]1[CH:31]=[CH:30][C:29]([O:32][C:2]2[C:7]([CH:8]3[CH2:13][CH2:12][N:11]([CH3:14])[C:10](=[O:15])[CH2:9]3)=[CH:6][CH:5]=[CH:4][N:3]=2)=[CH:28][CH:27]=1. The catalyst class is: 60. (6) Reactant: [Si]([O:8][CH2:9][C:10]1[N:11]=[C:12]([C:15]2([OH:28])[CH2:20][CH2:19][CH:18]([C:21]([O:23][C:24]([CH3:27])([CH3:26])[CH3:25])=[O:22])[CH2:17][CH2:16]2)[S:13][CH:14]=1)(C(C)(C)C)(C)C.CCCC[N+](CCCC)(CCCC)CCCC.[F-]. Product: [OH:28][C:15]1([C:12]2[S:13][CH:14]=[C:10]([CH2:9][OH:8])[N:11]=2)[CH2:20][CH2:19][CH:18]([C:21]([O:23][C:24]([CH3:27])([CH3:25])[CH3:26])=[O:22])[CH2:17][CH2:16]1. The catalyst class is: 1.